From a dataset of Forward reaction prediction with 1.9M reactions from USPTO patents (1976-2016). Predict the product of the given reaction. (1) Given the reactants [F:1][C:2]1[CH:7]=[CH:6][C:5]([S:8]([C:11]2[CH:12]=[CH:13][C:14]([CH3:27])=[C:15]([S:17]([NH:20][CH2:21][CH2:22][C:23]([O:25]C)=[O:24])(=[O:19])=[O:18])[CH:16]=2)(=[O:10])=[O:9])=[CH:4][CH:3]=1.[OH-].[Li+], predict the reaction product. The product is: [F:1][C:2]1[CH:3]=[CH:4][C:5]([S:8]([C:11]2[CH:12]=[CH:13][C:14]([CH3:27])=[C:15]([S:17]([NH:20][CH2:21][CH2:22][C:23]([OH:25])=[O:24])(=[O:19])=[O:18])[CH:16]=2)(=[O:10])=[O:9])=[CH:6][CH:7]=1. (2) Given the reactants [OH:1][C:2]1[CH:10]=[CH:9][CH:8]=[C:7]2[C:3]=1[CH2:4][CH2:5][N:6]2[CH3:11].[CH3:12][C:13]1[CH:14]=[C:15]([CH:19]=O)[CH:16]=[N:17][CH:18]=1.[C:21](#[N:25])[CH2:22][C:23]#[N:24], predict the reaction product. The product is: [NH2:25][C:21]1[O:1][C:2]2[C:10]([CH:19]([C:15]3[CH:16]=[N:17][CH:18]=[C:13]([CH3:12])[CH:14]=3)[C:22]=1[C:23]#[N:24])=[CH:9][CH:8]=[C:7]1[N:6]([CH3:11])[CH2:5][CH2:4][C:3]=21. (3) Given the reactants Cl.[NH2:2][CH2:3][CH:4]1[CH2:9][CH2:8][CH:7]([C:10]([O:12]C)=[O:11])[CH2:6][CH2:5]1.C(N(CC)CC)C.[CH3:21][C:22]1[CH:27]=[CH:26][C:25]([S:28](Cl)(=[O:30])=[O:29])=[CH:24][CH:23]=1.C(=O)([O-])[O-].[K+].[K+].F[C:39]1[CH:44]=[CH:43][C:42]([CH2:45]N)=[CH:41][CH:40]=1.[OH-].[Na+], predict the reaction product. The product is: [CH2:45]([N:2]([CH2:3][CH:4]1[CH2:9][CH2:8][CH:7]([C:10]([OH:12])=[O:11])[CH2:6][CH2:5]1)[S:28]([C:25]1[CH:26]=[CH:27][C:22]([CH3:21])=[CH:23][CH:24]=1)(=[O:30])=[O:29])[C:42]1[CH:43]=[CH:44][CH:39]=[CH:40][CH:41]=1. (4) Given the reactants [CH3:1][C@@H:2]1[O:7][C@@H:6]([O:8][C@@H:9]2[C:14]3=[C:15]([OH:32])[C:16]4[C:28](=[O:29])[C:27]5[C:22](=[CH:23][CH:24]=[CH:25][C:26]=5[O:30][CH3:31])[C:20](=[O:21])[C:17]=4[C:18]([OH:19])=[C:13]3[CH2:12][C@@:11]([OH:37])([C:33]([CH2:35][OH:36])=[O:34])[CH2:10]2)[CH2:5][C@H:4]([NH2:38])[C@@H:3]1[OH:39].Cl.CCN(C(C)C)C(C)C, predict the reaction product. The product is: [CH3:1][C@@H:2]1[O:7][C@@H:6]([O:8][C@@H:9]2[C:14]3=[C:15]([OH:32])[C:16]4[C:28](=[O:29])[C:27]5[C:22](=[CH:23][CH:24]=[CH:25][C:26]=5[O:30][CH3:31])[C:20](=[O:21])[C:17]=4[C:18]([OH:19])=[C:13]3[CH2:12][C@@:11]([OH:37])([C:33]([CH2:35][OH:36])=[O:34])[CH2:10]2)[CH2:5][C@H:4]([NH2:38])[C@@H:3]1[OH:39]. (5) The product is: [C:34]([O:33][C:32](=[O:38])[NH:31][CH:28]1[CH2:29][CH2:30][N:25]([C:2]2[N:7]=[N:6][C:5]([C:8]3[CH:13]=[CH:12][C:11]([C:14]([F:15])([F:17])[F:16])=[CH:10][CH:9]=3)=[C:4]([C:18]3[CH:23]=[CH:22][N:21]=[CH:20][C:19]=3[Cl:24])[CH:3]=2)[CH2:26][CH2:27]1)([CH3:37])([CH3:35])[CH3:36]. Given the reactants Cl[C:2]1[N:7]=[N:6][C:5]([C:8]2[CH:13]=[CH:12][C:11]([C:14]([F:17])([F:16])[F:15])=[CH:10][CH:9]=2)=[C:4]([C:18]2[CH:23]=[CH:22][N:21]=[CH:20][C:19]=2[Cl:24])[CH:3]=1.[NH:25]1[CH2:30][CH2:29][CH:28]([NH:31][C:32](=[O:38])[O:33][C:34]([CH3:37])([CH3:36])[CH3:35])[CH2:27][CH2:26]1, predict the reaction product. (6) Given the reactants C([O:8][C:9](=[O:40])[C:10]1[CH:39]=[CH:38][C:13]([C:14]([N:16]([C@@H:28]([C:35](=[O:37])[NH2:36])[C:29]2[CH:34]=[CH:33][CH:32]=[CH:31][CH:30]=2)[C@H:17]2[C:25]3[C:20](=[C:21]([F:27])[CH:22]=[C:23]([F:26])[CH:24]=3)[CH2:19][CH2:18]2)=[O:15])=[CH:12][CH:11]=1)C1C=CC=CC=1, predict the reaction product. The product is: [C:35]([C@@H:28]([C:29]1[CH:30]=[CH:31][CH:32]=[CH:33][CH:34]=1)[N:16]([C@H:17]1[C:25]2[C:20](=[C:21]([F:27])[CH:22]=[C:23]([F:26])[CH:24]=2)[CH2:19][CH2:18]1)[C:14](=[O:15])[C:13]1[CH:38]=[CH:39][C:10]([C:9]([OH:40])=[O:8])=[CH:11][CH:12]=1)(=[O:37])[NH2:36]. (7) Given the reactants CCN(C(C)C)C(C)C.C1C=CC2N(O)N=NC=2C=1.CCN=C=NCCCN(C)C.[F:31][C:32]1[CH:37]=[CH:36][C:35]([C:38]2[O:42][N:41]=[C:40]([C:43]([OH:45])=O)[CH:39]=2)=[CH:34][CH:33]=1.FC1C=CC(C(=O)C)=CC=1.Cl.[NH2:57][CH2:58][C:59]([N:61]1[CH2:66][CH2:65][N:64]([C:67](=[O:79])[C:68]2[CH:73]=[C:72]([F:74])[CH:71]=[CH:70][C:69]=2[C:75]([F:78])([F:77])[F:76])[CH2:63][CH2:62]1)=[O:60].FC1C=CC(C(F)(F)F)=C(C=1)C(O)=O, predict the reaction product. The product is: [F:74][C:72]1[CH:71]=[CH:70][C:69]([C:75]([F:77])([F:76])[F:78])=[C:68]([CH:73]=1)[C:67]([N:64]1[CH2:65][CH2:66][N:61]([C:59](=[O:60])[CH2:58][NH:57][C:43]([C:40]2[CH:39]=[C:38]([C:35]3[CH:34]=[CH:33][C:32]([F:31])=[CH:37][CH:36]=3)[O:42][N:41]=2)=[O:45])[CH2:62][CH2:63]1)=[O:79]. (8) Given the reactants [O:1]([C:13]1[CH:18]=[CH:17][CH:16]=[CH:15][C:14]=1[CH2:19][C:20]1[CH:25]=[CH:24][C:23]([O:26][CH3:27])=[CH:22][CH:21]=1)[C@@H:2]1[O:10][C@H:9]([CH2:11][OH:12])[C@@H:7]([OH:8])[C@H:5]([OH:6])[C@H:3]1[OH:4].N1C(C)=CC=CC=1C.Cl[C:37]([O:39][CH2:40][CH3:41])=[O:38].O, predict the reaction product. The product is: [CH2:40]([O:39][C:37]([O:12][CH2:11][C@H:9]1[O:10][C@@H:2]([O:1][C:13]2[CH:18]=[CH:17][CH:16]=[CH:15][C:14]=2[CH2:19][C:20]2[CH:21]=[CH:22][C:23]([O:26][CH3:27])=[CH:24][CH:25]=2)[C@H:3]([OH:4])[C@@H:5]([OH:6])[C@@H:7]1[OH:8])=[O:38])[CH3:41].